From a dataset of Reaction yield outcomes from USPTO patents with 853,638 reactions. Predict the reaction yield, written as a fraction of the theoretical maximum amount of product (1.0 means a 100% yield; for example, 0.34 means a 34% yield). (1) The reactants are [CH3:1][C:2]1([CH3:13])[CH2:7][CH2:6][CH2:5][CH:4]([CH2:8][C:9](=[O:11])[CH3:10])[C:3]1=O.[OH-].[K+]. No catalyst specified. The product is [CH3:1][C:2]1([CH3:13])[CH:3]2[C:4](=[CH:8][C:9](=[O:11])[CH2:10]2)[CH2:5][CH2:6][CH2:7]1. The yield is 0.0500. (2) The reactants are [Br:1][C:2]1[C:3](=[O:31])[N:4]([CH2:19][C:20]2[CH:21]=[CH:22][C:23]([CH:29]=[CH2:30])=[C:24]([CH:28]=2)[C:25](O)=[O:26])[C:5]([CH3:18])=[CH:6][C:7]=1[O:8][CH2:9][C:10]1[CH:15]=[CH:14][C:13]([F:16])=[CH:12][C:11]=1[F:17].C(OC(Cl)=O)C(C)C.[CH3:40][N:41]1CCOCC1.CN. The catalyst is CN(C)C=O. The product is [Br:1][C:2]1[C:3](=[O:31])[N:4]([CH2:19][C:20]2[CH:21]=[CH:22][C:23]([CH:29]=[CH2:30])=[C:24]([CH:28]=2)[C:25]([NH:41][CH3:40])=[O:26])[C:5]([CH3:18])=[CH:6][C:7]=1[O:8][CH2:9][C:10]1[CH:15]=[CH:14][C:13]([F:16])=[CH:12][C:11]=1[F:17]. The yield is 0.790.